Dataset: Peptide-MHC class I binding affinity with 185,985 pairs from IEDB/IMGT. Task: Regression. Given a peptide amino acid sequence and an MHC pseudo amino acid sequence, predict their binding affinity value. This is MHC class I binding data. (1) The peptide sequence is RPNRQLGSM. The MHC is HLA-B46:01 with pseudo-sequence HLA-B46:01. The binding affinity (normalized) is 0.0847. (2) The peptide sequence is TILLGVFIF. The MHC is HLA-A02:01 with pseudo-sequence HLA-A02:01. The binding affinity (normalized) is 0.222. (3) The peptide sequence is ALMEVTHVL. The MHC is HLA-A01:01 with pseudo-sequence HLA-A01:01. The binding affinity (normalized) is 0.0847. (4) The peptide sequence is KLPTLFGRGV. The MHC is HLA-A68:02 with pseudo-sequence HLA-A68:02. The binding affinity (normalized) is 0.424. (5) The peptide sequence is GLPESTPSL. The MHC is HLA-A02:01 with pseudo-sequence HLA-A02:01. The binding affinity (normalized) is 0.765. (6) The peptide sequence is TYLQSLASL. The MHC is HLA-A24:03 with pseudo-sequence HLA-A24:03. The binding affinity (normalized) is 1.00. (7) The peptide sequence is IEDAMPGVL. The MHC is HLA-B40:02 with pseudo-sequence HLA-B40:02. The binding affinity (normalized) is 0.430. (8) The peptide sequence is SPLGERLEV. The MHC is HLA-B54:01 with pseudo-sequence HLA-B54:01. The binding affinity (normalized) is 0.158. (9) The peptide sequence is IFLVRCQL. The MHC is H-2-Kb with pseudo-sequence H-2-Kb. The binding affinity (normalized) is 0.691.